From a dataset of Full USPTO retrosynthesis dataset with 1.9M reactions from patents (1976-2016). Predict the reactants needed to synthesize the given product. (1) Given the product [F:6][C:7]1[CH:12]=[C:11]2[C:10](=[CH:9][CH:8]=1)[NH:13][C:14](=[O:18])[C:15]2=[O:2], predict the reactants needed to synthesize it. The reactants are: S(=O)(=O)(O)[OH:2].[F:6][C:7]1[CH:12]=[CH:11][C:10]([NH:13][C:14](=[O:18])[CH:15]=NO)=[CH:9][CH:8]=1. (2) Given the product [OH:1][C:2]1[CH:3]=[C:4]([C:8]#[C:9][C:10]2[CH:15]=[N:14][CH:13]=[C:12]([CH:11]=2)[C:16]([N:18]=[S:19]([CH2:27][C:28]([NH:34][CH3:33])=[O:30])(=[O:20])[C:21]2[CH:22]=[CH:23][CH:24]=[CH:25][CH:26]=2)=[O:17])[CH:5]=[CH:6][CH:7]=1, predict the reactants needed to synthesize it. The reactants are: [OH:1][C:2]1[CH:3]=[C:4]([C:8]#[C:9][C:10]2[CH:11]=[C:12]([C:16]([N:18]=[S@:19]([CH2:27][C:28]([O:30]CC)=O)([C:21]3[CH:26]=[CH:25][CH:24]=[CH:23][CH:22]=3)=[O:20])=[O:17])[CH:13]=[N:14][CH:15]=2)[CH:5]=[CH:6][CH:7]=1.[CH3:33][NH2:34].